From a dataset of Forward reaction prediction with 1.9M reactions from USPTO patents (1976-2016). Predict the product of the given reaction. (1) Given the reactants [CH3:1][C:2]1([CH3:25])[CH2:24][CH2:23][C:5]2=[C:6]([C:9]3[O:13][N:12]=[C:11]([C:14]4[CH:19]=[C:18]([CH3:20])[C:17]([OH:21])=[C:16]([CH3:22])[CH:15]=4)[N:10]=3)[S:7][CH:8]=[C:4]2[CH2:3]1.[OH-].[Na+].[CH2:28]([CH:30]1[O:32][CH2:31]1)Cl, predict the reaction product. The product is: [CH3:22][C:16]1[CH:15]=[C:14]([C:11]2[N:10]=[C:9]([C:6]3[S:7][CH:8]=[C:4]4[CH2:3][C:2]([CH3:25])([CH3:1])[CH2:24][CH2:23][C:5]=34)[O:13][N:12]=2)[CH:19]=[C:18]([CH3:20])[C:17]=1[O:21][CH2:28][CH:30]1[CH2:31][O:32]1. (2) Given the reactants Cl[C:2]1[CH:7]=[CH:6][C:5]([N+:8]([O-:10])=[O:9])=[CH:4][N:3]=1.[N:11]1[N:12]=[C:13]([C:20]([O:22][CH2:23][CH3:24])=[O:21])[N:14]2[CH2:19][CH2:18][NH:17][CH2:16][C:15]=12.C(N(C(C)C)CC)(C)C.O, predict the reaction product. The product is: [N+:8]([C:5]1[CH:6]=[CH:7][C:2]([N:17]2[CH2:18][CH2:19][N:14]3[C:13]([C:20]([O:22][CH2:23][CH3:24])=[O:21])=[N:12][N:11]=[C:15]3[CH2:16]2)=[N:3][CH:4]=1)([O-:10])=[O:9]. (3) Given the reactants [NH2:1][C:2]1[N:3]([CH2:31][C:32]2[CH:37]=[CH:36][CH:35]=[CH:34][CH:33]=2)[N:4]=[C:5]2[C:10]=1[CH:9]=[CH:8][C:7]([C:11]1[CH:12]=[C:13]([CH:21]3[CH2:26][CH2:25][N:24]([S:27]([CH3:30])(=[O:29])=[O:28])[CH2:23][CH2:22]3)[N:14]3[C:19]=1[C:18]([NH2:20])=[N:17][CH:16]=[N:15]3)=[CH:6]2.[C:38](Cl)(=[O:40])[CH3:39], predict the reaction product. The product is: [NH2:20][C:18]1[C:19]2=[C:11]([C:7]3[CH:8]=[CH:9][C:10]4[C:5]([CH:6]=3)=[N:4][N:3]([CH2:31][C:32]3[CH:37]=[CH:36][CH:35]=[CH:34][CH:33]=3)[C:2]=4[NH:1][C:38](=[O:40])[CH3:39])[CH:12]=[C:13]([CH:21]3[CH2:26][CH2:25][N:24]([S:27]([CH3:30])(=[O:29])=[O:28])[CH2:23][CH2:22]3)[N:14]2[N:15]=[CH:16][N:17]=1. (4) The product is: [F:1][C:2]1[CH:3]=[C:4]([CH2:8][OH:9])[S:5][C:6]=1[F:7]. Given the reactants [F:1][C:2]1[CH:3]=[C:4]([CH:8]2OCC[O:9]2)[S:5][C:6]=1[F:7].Cl, predict the reaction product. (5) Given the reactants C([O:5][C:6](=[O:31])[N:7]([CH2:9][C:10]1[CH:14]=[C:13]([C:15]2[CH:20]=[CH:19][N:18]=[CH:17][C:16]=2[F:21])[N:12]([S:22]([C:25]2[CH:26]=[N:27][CH:28]=[CH:29][CH:30]=2)(=[O:24])=[O:23])[CH:11]=1)C)(C)(C)C.[C:32]([O:35]CC)(=[O:34])[CH3:33].Cl.[CH3:39]O, predict the reaction product. The product is: [C:6]([OH:5])(=[O:31])/[CH:39]=[CH:33]/[C:32]([OH:35])=[O:34].[F:21][C:16]1[CH:17]=[N:18][CH:19]=[CH:20][C:15]=1[C:13]1[N:12]([S:22]([C:25]2[CH:26]=[N:27][CH:28]=[CH:29][CH:30]=2)(=[O:24])=[O:23])[CH:11]=[C:10]([CH2:9][NH:7][CH3:6])[CH:14]=1.